Dataset: Peptide-MHC class II binding affinity with 134,281 pairs from IEDB. Task: Regression. Given a peptide amino acid sequence and an MHC pseudo amino acid sequence, predict their binding affinity value. This is MHC class II binding data. The peptide sequence is CLEPIEGKVVQYENL. The MHC is DRB1_0701 with pseudo-sequence DRB1_0701. The binding affinity (normalized) is 0.232.